Dataset: Reaction yield outcomes from USPTO patents with 853,638 reactions. Task: Predict the reaction yield, written as a fraction of the theoretical maximum amount of product (1.0 means a 100% yield; for example, 0.34 means a 34% yield). (1) The reactants are [OH:1][CH:2]([CH3:7])[C:3]([NH:5][OH:6])=[NH:4].[Cl:8][C:9]1[CH:10]=[C:11]([CH:15]=[CH:16][CH:17]=1)[C:12](Cl)=O. The catalyst is N1C=CC=CC=1. The product is [Cl:8][C:9]1[CH:10]=[C:11]([C:12]2[O:6][N:5]=[C:3]([CH:2]([OH:1])[CH3:7])[N:4]=2)[CH:15]=[CH:16][CH:17]=1. The yield is 0.600. (2) The reactants are [N:1]1[C:5]2[CH:6]=[CH:7][CH:8]=[CH:9][C:4]=2[NH:3][C:2]=1[C:10]1[CH:17]=[CH:16][C:13]([CH2:14][OH:15])=[CH:12][CH:11]=1. The catalyst is C(Cl)Cl.C1COCC1.O=[Mn]=O. The product is [N:1]1[C:5]2[CH:6]=[CH:7][CH:8]=[CH:9][C:4]=2[NH:3][C:2]=1[C:10]1[CH:17]=[CH:16][C:13]([CH:14]=[O:15])=[CH:12][CH:11]=1. The yield is 0.420. (3) The reactants are [NH:1]1[CH:5]=[C:4]([C:6]#[N:7])[N:3]=[CH:2]1.[CH3:8][Si:9]([CH3:16])([CH3:15])[CH2:10][CH2:11][O:12][CH2:13]Cl.C([O-])([O-])=O.[K+].[K+].CC(C)=O. The catalyst is CCOC(C)=O. The product is [CH3:8][Si:9]([CH3:16])([CH3:15])[CH2:10][CH2:11][O:12][CH2:13][N:1]1[CH:5]=[C:4]([C:6]#[N:7])[N:3]=[CH:2]1. The yield is 0.700. (4) The reactants are Br[CH2:2][C:3]1[S:11][C:10]2[C:5](=[N:6][CH:7]=[CH:8][N:9]=2)[CH:4]=1.Cl.[NH2:13][C:14]1[CH:15]=[C:16]([NH:21][C:22](=[O:34])[C:23]2[CH:28]=[CH:27][CH:26]=[C:25]([C:29]([C:32]#[N:33])([CH3:31])[CH3:30])[CH:24]=2)[CH:17]=[CH:18][C:19]=1[CH3:20].C(=O)([O-])[O-].[K+].[K+].O. The catalyst is C(#N)C. The product is [C:32]([C:29]([C:25]1[CH:24]=[C:23]([CH:28]=[CH:27][CH:26]=1)[C:22]([NH:21][C:16]1[CH:17]=[CH:18][C:19]([CH3:20])=[C:14]([NH:13][CH2:2][C:3]2[S:11][C:10]3=[N:9][CH:8]=[CH:7][N:6]=[C:5]3[CH:4]=2)[CH:15]=1)=[O:34])([CH3:30])[CH3:31])#[N:33]. The yield is 0.0623. (5) The reactants are [CH3:1][N:2]([CH3:19])[CH2:3][CH2:4][O:5][C:6]1[CH:11]=[CH:10][C:9]([NH2:12])=[CH:8][C:7]=1[C:13]1[N:14]([CH3:18])[N:15]=[CH:16][CH:17]=1.[F:20][C:21]1[CH:26]=[C:25]([F:27])[CH:24]=[CH:23][C:22]=1[N:28]=[C:29]=[O:30]. No catalyst specified. The product is [F:20][C:21]1[CH:26]=[C:25]([F:27])[CH:24]=[CH:23][C:22]=1[NH:28][C:29]([NH:12][C:9]1[CH:10]=[CH:11][C:6]([O:5][CH2:4][CH2:3][N:2]([CH3:19])[CH3:1])=[C:7]([C:13]2[N:14]([CH3:18])[N:15]=[CH:16][CH:17]=2)[CH:8]=1)=[O:30]. The yield is 0.733.